This data is from Retrosynthesis with 50K atom-mapped reactions and 10 reaction types from USPTO. The task is: Predict the reactants needed to synthesize the given product. (1) Given the product O=C(N1CCN(CCO)CC1)C1(O)CCN(Cc2cc(Br)ccc2OCc2ccc(Cl)cc2)CC1, predict the reactants needed to synthesize it. The reactants are: O=C(O)C1(O)CCN(Cc2cc(Br)ccc2OCc2ccc(Cl)cc2)CC1.OCCN1CCNCC1. (2) Given the product C#Cc1ccc(C(C)(C)CCC(C)C)cc1, predict the reactants needed to synthesize it. The reactants are: CC(C)CCC(C)(C)c1ccc(C#C[Si](C)(C)C)cc1. (3) Given the product O=C(Nc1ccccn1)C(CC1CCCC1)c1ccc(Cl)c([N+](=O)[O-])c1, predict the reactants needed to synthesize it. The reactants are: Nc1ccccn1.O=C(O)C(CC1CCCC1)c1ccc(Cl)c([N+](=O)[O-])c1. (4) Given the product Cc1cccc2c1nc(C(C)C)n2Cc1cc(=O)[nH]c2c(F)c(F)ccc12, predict the reactants needed to synthesize it. The reactants are: Cc1cccc2[nH]c(C(C)C)nc12.O=c1cc(CBr)c2ccc(F)c(F)c2[nH]1. (5) Given the product O=c1c2ccccc2nc(-c2ccc(CBr)cc2)n1-c1ccccc1, predict the reactants needed to synthesize it. The reactants are: Cc1ccc(-c2nc3ccccc3c(=O)n2-c2ccccc2)cc1.O=C1CCC(=O)N1Br. (6) The reactants are: CI.O=Cc1cc(O)cc2ccccc12. Given the product COc1cc(C=O)c2ccccc2c1, predict the reactants needed to synthesize it. (7) Given the product Cn1c(CN2CCC[C@H]3CCc4cccnc4[C@H]32)nc2cccc(N3CCN(C(=O)OC(C)(C)C)CC3)c21, predict the reactants needed to synthesize it. The reactants are: Cn1c(C=O)nc2cccc(N3CCN(C(=O)OC(C)(C)C)CC3)c21.c1cnc2c(c1)CC[C@@H]1CCCN[C@H]21. (8) Given the product O=[N+]([O-])c1cc(S(=O)(=O)Nc2ccc(Br)cc2)ccc1Cl, predict the reactants needed to synthesize it. The reactants are: Nc1ccc(Br)cc1.O=[N+]([O-])c1cc(S(=O)(=O)Cl)ccc1Cl. (9) Given the product COC(=O)COc1ccc(N=Nc2ccc(CO)cc2)c(OC)c1, predict the reactants needed to synthesize it. The reactants are: COC(=O)CBr.COc1cc(O)ccc1N=Nc1ccc(CO)cc1. (10) Given the product COC(=O)c1ccc(Cn2nc(OCc3ccccc3)c3ccc(N)cc32)c(OC)c1, predict the reactants needed to synthesize it. The reactants are: COC(=O)c1ccc(Cn2nc(OCc3ccccc3)c3ccc([N+](=O)[O-])cc32)c(OC)c1.